Dataset: Full USPTO retrosynthesis dataset with 1.9M reactions from patents (1976-2016). Task: Predict the reactants needed to synthesize the given product. (1) The reactants are: C(OC([N:8]1[CH2:13][CH2:12][N:11]([C:14]2[C:19]([CH3:20])=[CH:18][C:17]([CH2:21][CH2:22][CH3:23])=[CH:16][N:15]=2)[CH2:10][CH2:9]1)=O)(C)(C)C.Cl.C(OCC)(=O)C.[OH-].[Na+]. Given the product [CH3:20][C:19]1[C:14]([N:11]2[CH2:10][CH2:9][NH:8][CH2:13][CH2:12]2)=[N:15][CH:16]=[C:17]([CH2:21][CH2:22][CH3:23])[CH:18]=1, predict the reactants needed to synthesize it. (2) Given the product [C:22]([C:15]1([NH:14][C:12](=[O:13])[CH:11]([NH:10][C:2]2[N:7]=[C:6]([C:8]#[N:9])[CH:5]=[CH:4][N:3]=2)[CH2:24][CH:25]2[CH2:26][CH2:27][CH2:28][CH2:29][CH2:30]2)[CH2:16][CH2:17][N:18]([CH3:21])[CH2:19][CH2:20]1)#[N:23], predict the reactants needed to synthesize it. The reactants are: Cl[C:2]1[N:7]=[C:6]([C:8]#[N:9])[CH:5]=[CH:4][N:3]=1.[NH2:10][CH:11]([CH2:24][CH:25]1[CH2:30][CH2:29][CH2:28][CH2:27][CH2:26]1)[C:12]([NH:14][C:15]1([C:22]#[N:23])[CH2:20][CH2:19][N:18]([CH3:21])[CH2:17][CH2:16]1)=[O:13].C(N(CC)C(C)C)(C)C. (3) Given the product [Cl:8][C:6]1[CH:7]=[C:2]([NH:26][C:23]2[CH:22]=[CH:21][C:20]([CH2:19][N:16]3[CH2:15][CH2:14][N:13]([CH3:12])[CH2:18][CH2:17]3)=[CH:25][N:24]=2)[C:3]2[N:4]([CH:9]=[CH:10][N:11]=2)[N:5]=1, predict the reactants needed to synthesize it. The reactants are: Br[C:2]1[C:3]2[N:4]([CH:9]=[CH:10][N:11]=2)[N:5]=[C:6]([Cl:8])[CH:7]=1.[CH3:12][N:13]1[CH2:18][CH2:17][N:16]([CH2:19][C:20]2[CH:21]=[CH:22][C:23]([NH2:26])=[N:24][CH:25]=2)[CH2:15][CH2:14]1.[H-].[Na+]. (4) Given the product [N:3]1[CH:2]=[CH:7][N:6]=[C:5]2[NH:8][CH:9]=[C:10]([C:11]([NH2:13])=[O:12])[C:4]=12, predict the reactants needed to synthesize it. The reactants are: Br[C:2]1[N:3]=[C:4]2[C:10]([C:11]([NH:13]C(C)C)=[O:12])=[CH:9][N:8](COCC[Si](C)(C)C)[C:5]2=[N:6][CH:7]=1.CN1C2CC(C)(C)CCC=2C([Sn](CCCC)(CCCC)CCCC)=N1. (5) Given the product [CH3:36][C:33]([CH3:34])([CH3:35])[C:32](=[O:37])[CH2:31][O:30][C:27]1[CH:28]=[CH:29][C:24]([C:19]([C:16]2[CH:17]=[CH:18][C:13]([C:11]3[CH:12]=[C:7]([CH2:6][C:5]([OH:40])=[O:4])[CH:8]=[N:9][CH:10]=3)=[C:14]([CH3:39])[CH:15]=2)([CH2:20][CH3:21])[CH2:22][CH3:23])=[CH:25][C:26]=1[CH3:38], predict the reactants needed to synthesize it. The reactants are: [OH-].[Na+].C[O:4][C:5](=[O:40])[CH2:6][C:7]1[CH:8]=[N:9][CH:10]=[C:11]([C:13]2[CH:18]=[CH:17][C:16]([C:19]([C:24]3[CH:29]=[CH:28][C:27]([O:30][CH2:31][C:32](=[O:37])[C:33]([CH3:36])([CH3:35])[CH3:34])=[C:26]([CH3:38])[CH:25]=3)([CH2:22][CH3:23])[CH2:20][CH3:21])=[CH:15][C:14]=2[CH3:39])[CH:12]=1.[Cl-].[NH4+].